From a dataset of Forward reaction prediction with 1.9M reactions from USPTO patents (1976-2016). Predict the product of the given reaction. (1) Given the reactants [O:1]1[CH2:6][CH2:5][CH:4]([OH:7])[CH2:3][CH2:2]1.C(N(CC)CC)C.[S:15](Cl)([CH3:18])(=[O:17])=[O:16].O, predict the reaction product. The product is: [CH3:18][S:15]([O:7][CH:4]1[CH2:5][CH2:6][O:1][CH2:2][CH2:3]1)(=[O:17])=[O:16]. (2) Given the reactants C([O:7][C:8]1[CH:13]=[CH:12][C:11]([C:14]2[CH:19]=[C:18]([O:20][CH3:21])[CH:17]=[CH:16][C:15]=2[F:22])=[C:10]([C:23]2[S:24][C:25]([C:28]([CH3:31])([CH3:30])[CH3:29])=[N:26][N:27]=2)[CH:9]=1)(=O)C(C)(C)C.[OH-].[Na+].O.Cl, predict the reaction product. The product is: [C:28]([C:25]1[S:24][C:23]([C:10]2[CH:9]=[C:8]([OH:7])[CH:13]=[CH:12][C:11]=2[C:14]2[CH:19]=[C:18]([O:20][CH3:21])[CH:17]=[CH:16][C:15]=2[F:22])=[N:27][N:26]=1)([CH3:31])([CH3:29])[CH3:30]. (3) Given the reactants [OH:1][C:2]1[C:3]([CH2:15][C:16]([CH3:18])=[CH2:17])=[C:4]([CH:9]=[CH:10][C:11]=1[N+:12]([O-:14])=[O:13])[C:5]([O:7][CH3:8])=[O:6].FC(F)(F)S(O)(=O)=O, predict the reaction product. The product is: [CH3:17][C:16]1([CH3:18])[CH2:15][C:3]2=[C:4]([C:5]([O:7][CH3:8])=[O:6])[CH:9]=[CH:10][C:11]([N+:12]([O-:14])=[O:13])=[C:2]2[O:1]1.